From a dataset of Forward reaction prediction with 1.9M reactions from USPTO patents (1976-2016). Predict the product of the given reaction. (1) The product is: [O:18]1[C:19]2[CH:20]=[CH:21][C:22]([C:14]3[CH:13]=[N:12][C:11]4=[C:7]([N:4]5[CH2:5][CH2:6][O:1][CH2:2][CH2:3]5)[S:8][N:9]=[C:10]4[CH:15]=3)=[CH:23][C:24]=2[O:25][CH2:17]1. Given the reactants [O:1]1[CH2:6][CH2:5][N:4]([C:7]2[S:8][N:9]=[C:10]3[CH:15]=[C:14](Br)[CH:13]=[N:12][C:11]=23)[CH2:3][CH2:2]1.[CH2:17]1[O:25][C:24]2[CH:23]=[CH:22][C:21](B(O)O)=[CH:20][C:19]=2[O:18]1.C([O-])([O-])=O.[K+].[K+], predict the reaction product. (2) Given the reactants [F:1][C:2]1[CH:3]=[CH:4][C:5]([CH3:10])=[C:6]([CH:9]=1)[CH:7]=O.[N+:11]([CH2:14][CH3:15])([O-:13])=[O:12].C1(N)CCCCC1, predict the reaction product. The product is: [F:1][C:2]1[CH:3]=[CH:4][C:5]([CH3:10])=[C:6]([CH:7]=[C:14]([N+:11]([O-:13])=[O:12])[CH3:15])[CH:9]=1.